Dataset: Experimentally validated miRNA-target interactions with 360,000+ pairs, plus equal number of negative samples. Task: Binary Classification. Given a miRNA mature sequence and a target amino acid sequence, predict their likelihood of interaction. (1) The miRNA is hsa-miR-3157-5p with sequence UUCAGCCAGGCUAGUGCAGUCU. The protein sequence of the target gene is MAEAGDAALSVAEWLRALHLEQYTGLFEQHGLVWATECQGLSDTRLMDMGMLLPGHRRRILAGLLRAHTSPAPAPRPTPRPVPMKRHIFRSPPVPATPPEPLPTTTEDEGLPAAPPIPPRRSCLPPTCFTTPSTAAPDPVLPPLPAKRHLAELSVPPVPPRTGPPRLLVSLPTKEEESLLPSLSSPPQPQSEEPLSTLPQGPPQPPSPPPCPPEIPPKPVRLFPEFDDSDYDEVPEEGPGAPARVMTKKEEPPPSRVPRAVRVASLLSEGEELSGDDQGDEEEDDHAYEGVPNGGWHTSS.... Result: 0 (no interaction). (2) The miRNA is hsa-miR-548aj-3p with sequence UAAAAACUGCAAUUACUUUUA. The protein sequence of the target gene is MEPAEQPSELVSAEGRNRKAVLCQRCGSRVLQPGTALFSRRQLFLPSMRKKPALSDGSNPDGDLLQEHWLVEDMFIFENVGFTKDVGNIKFLVCADCEIGPIGWHCLDDKNSFYVALERVSHE. Result: 1 (interaction). (3) The miRNA is hsa-miR-6868-5p with sequence ACUGGCAGAACACUGAAGCAGC. The protein sequence of the target gene is MSNRVVCREASHAGSWYTASGPQLNAQLEGWLSQVQSTKRPARAIIAPHAGYTYCGSCAAHAYKQVDPSITRRIFILGPSHHVPLSRCALSSVDIYRTPLYDLRIDQKIYGELWKTGMFERMSLQTDEDEHSIEMHLPYTAKAMESHKDEFTIIPVLVGALSESKEQEFGKLFSKYLADPSNLFVVSSDFCHWGQRFRYSYYDESQGEIYRSIEHLDKMGMSIIEQLDPVSFSNYLKKYHNTICGRHPIGVLLNAITELQKNGMNMSFSFLNYAQSSQCRNWQDSSVSYAAGALTVH. Result: 0 (no interaction). (4) The miRNA is hsa-miR-6879-5p with sequence CAGGGCAGGGAAGGUGGGAGAG. The protein sequence of the target gene is MAQKGVLGPGQLGAVAILLYLGLLRSGTGAEGAEAPCGVAPQARITGGSSAVAGQWPWQVSITYEGVHVCGGSLVSEQWVLSAAHCFPSEHHKEAYEVKLGAHQLDSYSEDAKVSTLKDIIPHPSYLQEGSQGDIALLQLSRPITFSRYIRPICLPAANASFPNGLHCTVTGWGHVAPSVSLLTPKPLQQLEVPLISRETCNCLYNIDAKPEEPHFVQEDMVCAGYVEGGKDACQGDSGGPLSCPVEGLWYLTGIVSWGDACGARNRPGVYTLASSYASWIQSKVTELQPRVVPQTQESQ.... Result: 1 (interaction). (5) The miRNA is mmu-miR-181c-5p with sequence AACAUUCAACCUGUCGGUGAGU. The protein sequence of the target gene is MSTPDPPLGGTPRPGPSPGPGPSPGAMLGPSPGPSPGSAHSMMGPSPGPPSAGHPMPTQGPGGYPQDNMHQMHKPMESMHEKGMPDDPRYNQMKGMGMRSGAHTGMAPPPSPMDQHSQGYPSPLGGSEHASSPVPASGPSSGPQMSSGPGGAPLDGSDPQALGQQNRGPTPFNQNQLHQLRAQIMAYKMLARGQPLPDHLQMAVQGKRPMPGMQQQMPTLPPPSVSATGPGPGPGPGPGPGPGPAPPNYSRPHGMGGPNMPPPGPSGVPPGMPGQPPGGPPKPWPEGPMANAAAPTSTPQ.... Result: 1 (interaction).